This data is from NCI-60 drug combinations with 297,098 pairs across 59 cell lines. The task is: Regression. Given two drug SMILES strings and cell line genomic features, predict the synergy score measuring deviation from expected non-interaction effect. (1) Drug 1: CCC1=CC2CC(C3=C(CN(C2)C1)C4=CC=CC=C4N3)(C5=C(C=C6C(=C5)C78CCN9C7C(C=CC9)(C(C(C8N6C)(C(=O)OC)O)OC(=O)C)CC)OC)C(=O)OC.C(C(C(=O)O)O)(C(=O)O)O. Drug 2: C1CNP(=O)(OC1)N(CCCl)CCCl. Cell line: OVCAR-8. Synergy scores: CSS=41.7, Synergy_ZIP=1.15, Synergy_Bliss=-0.242, Synergy_Loewe=-51.7, Synergy_HSA=-0.607. (2) Drug 1: CC1=C2C(C(=O)C3(C(CC4C(C3C(C(C2(C)C)(CC1OC(=O)C(C(C5=CC=CC=C5)NC(=O)C6=CC=CC=C6)O)O)OC(=O)C7=CC=CC=C7)(CO4)OC(=O)C)O)C)OC(=O)C. Drug 2: CNC(=O)C1=NC=CC(=C1)OC2=CC=C(C=C2)NC(=O)NC3=CC(=C(C=C3)Cl)C(F)(F)F. Cell line: SF-268. Synergy scores: CSS=28.0, Synergy_ZIP=3.33, Synergy_Bliss=9.59, Synergy_Loewe=-10.8, Synergy_HSA=6.15. (3) Drug 1: CC12CCC(CC1=CCC3C2CCC4(C3CC=C4C5=CN=CC=C5)C)O. Drug 2: COC1=CC(=CC(=C1O)OC)C2C3C(COC3=O)C(C4=CC5=C(C=C24)OCO5)OC6C(C(C7C(O6)COC(O7)C8=CC=CS8)O)O. Cell line: RXF 393. Synergy scores: CSS=33.9, Synergy_ZIP=-2.09, Synergy_Bliss=3.23, Synergy_Loewe=4.89, Synergy_HSA=6.41.